Task: Predict the reaction yield, written as a fraction of the theoretical maximum amount of product (1.0 means a 100% yield; for example, 0.34 means a 34% yield).. Dataset: Reaction yield outcomes from USPTO patents with 853,638 reactions (1) The reactants are C([O:4][CH2:5][C:6]1[C:7]([N:36]2[CH2:48][CH2:47][N:39]3[C:40]4[CH2:41][CH2:42][CH2:43][CH2:44][C:45]=4[CH:46]=[C:38]3[C:37]2=[O:49])=[N:8][CH:9]=[CH:10][C:11]=1[C:12]1[CH:17]=[C:16]([NH:18][C:19]2[N:20]=[CH:21][N:22]([CH:24]3[CH2:29][CH2:28][N:27]([CH:30]4[CH2:33][O:32][CH2:31]4)[CH2:26][CH2:25]3)[CH:23]=2)[C:15](=[O:34])[N:14]([CH3:35])[CH:13]=1)(=O)C.[OH-].[Li+]. The catalyst is C(O)(C)C.C1COCC1.O. The product is [OH:4][CH2:5][C:6]1[C:7]([N:36]2[CH2:48][CH2:47][N:39]3[C:40]4[CH2:41][CH2:42][CH2:43][CH2:44][C:45]=4[CH:46]=[C:38]3[C:37]2=[O:49])=[N:8][CH:9]=[CH:10][C:11]=1[C:12]1[CH:17]=[C:16]([NH:18][C:19]2[N:20]=[CH:21][N:22]([CH:24]3[CH2:29][CH2:28][N:27]([CH:30]4[CH2:33][O:32][CH2:31]4)[CH2:26][CH2:25]3)[CH:23]=2)[C:15](=[O:34])[N:14]([CH3:35])[CH:13]=1. The yield is 0.300. (2) The reactants are [CH3:1][O:2][C:3]1[CH:4]=[C:5]2[C:10](=[CH:11][C:12]=1[O:13][CH3:14])[N:9]=[CH:8][CH:7]=[C:6]2[S:15][C:16]1[S:17][C:18]([N+:21]([O-])=O)=[CH:19][CH:20]=1.[Cl-].[NH4+].C(O)C.O. The catalyst is [Fe].CCCCCC.C(OCC)(=O)C. The product is [CH3:1][O:2][C:3]1[CH:4]=[C:5]2[C:10](=[CH:11][C:12]=1[O:13][CH3:14])[N:9]=[CH:8][CH:7]=[C:6]2[S:15][C:16]1[S:17][C:18]([NH2:21])=[CH:19][CH:20]=1. The yield is 0.550.